From a dataset of Reaction yield outcomes from USPTO patents with 853,638 reactions. Predict the reaction yield, written as a fraction of the theoretical maximum amount of product (1.0 means a 100% yield; for example, 0.34 means a 34% yield). (1) The reactants are [C:1]1(C)C=CC=C(C#N)C=1.NO.[OH:12][N:13]=[C:14]([NH2:21])[C:15]1[CH:20]=[CH:19][CH:18]=[CH:17][CH:16]=1. The catalyst is CCO. The product is [OH:12][N:13]=[C:14]([NH2:21])[C:15]1[CH:20]=[CH:19][CH:18]=[C:17]([CH3:1])[CH:16]=1. The yield is 0.977. (2) The reactants are [F:1][C:2]1[CH:7]=[CH:6][C:5]([O:8][CH3:9])=[CH:4][C:3]=1[C:10]1[CH:15]=[CH:14][C:13]([C:16]([O:18][CH3:19])=[O:17])=[CH:12][C:11]=1I.CN(C=O)C.[C:26]1(B2OC(C)(C)C(C)(C)O2)=[CH:27][CH2:28][CH2:29][CH2:30][CH2:31][CH2:32][CH2:33]1.C(=O)([O-])[O-].[K+].[K+]. The catalyst is [Cl-].[Na+].O.C1C=CC([P]([Pd]([P](C2C=CC=CC=2)(C2C=CC=CC=2)C2C=CC=CC=2)([P](C2C=CC=CC=2)(C2C=CC=CC=2)C2C=CC=CC=2)[P](C2C=CC=CC=2)(C2C=CC=CC=2)C2C=CC=CC=2)(C2C=CC=CC=2)C2C=CC=CC=2)=CC=1. The product is [C:26]1([C:11]2[CH:12]=[C:13]([C:16]([O:18][CH3:19])=[O:17])[CH:14]=[CH:15][C:10]=2[C:3]2[CH:4]=[C:5]([O:8][CH3:9])[CH:6]=[CH:7][C:2]=2[F:1])[CH2:27][CH2:28][CH2:29][CH2:30][CH2:31][CH2:32][CH:33]=1. The yield is 0.490. (3) The reactants are C(N(CC)CC)C.[CH3:8][C@H:9]1[NH:14][C@@H:13]([CH3:15])[CH2:12][N:11]([C:16]2[N:17]([CH2:38][C:39]([F:42])([F:41])[F:40])[C:18]3[C:23]([N:24]=2)=[C:22]([N:25]2[CH2:30][CH2:29][O:28][CH2:27][CH2:26]2)[N:21]=[C:20]([C:31]2[CH:32]=[N:33][C:34]([NH2:37])=[N:35][CH:36]=2)[N:19]=3)[CH2:10]1.[C:43](OC(=O)C)(=[O:45])[CH3:44]. The catalyst is C(Cl)Cl. The product is [C:43]([N:14]1[C@@H:9]([CH3:8])[CH2:10][N:11]([C:16]2[N:17]([CH2:38][C:39]([F:42])([F:41])[F:40])[C:18]3[C:23]([N:24]=2)=[C:22]([N:25]2[CH2:30][CH2:29][O:28][CH2:27][CH2:26]2)[N:21]=[C:20]([C:31]2[CH:36]=[N:35][C:34]([NH2:37])=[N:33][CH:32]=2)[N:19]=3)[CH2:12][C@H:13]1[CH3:15])(=[O:45])[CH3:44]. The yield is 0.930. (4) The yield is 0.950. The reactants are [Br:1][C:2]1[CH:16]=[CH:15][C:5]([C:6]([C@H:8]2[CH2:10][C@H:9]2[C:11]([O:13]C)=[O:12])=[O:7])=[CH:4][CH:3]=1.[OH-].[Na+]. The catalyst is CO. The product is [Br:1][C:2]1[CH:3]=[CH:4][C:5]([C:6]([C@@H:8]2[CH2:10][C@H:9]2[C:11]([OH:13])=[O:12])=[O:7])=[CH:15][CH:16]=1. (5) No catalyst specified. The product is [CH2:7]([N:6]1[C:4](=[O:5])[C:3]2[C:2](=[CH:18][CH:17]=[CH:16][CH:15]=2)[N:1]=[CH:19]1)[CH2:8][C:9]1[CH:10]=[CH:11][CH:12]=[CH:13][CH:14]=1. The yield is 0.760. The reactants are [NH2:1][C:2]1[CH:18]=[CH:17][CH:16]=[CH:15][C:3]=1[C:4]([NH:6][CH2:7][CH2:8][C:9]1[CH:14]=[CH:13][CH:12]=[CH:11][CH:10]=1)=[O:5].[CH:19]([O-])([O-])[O-]. (6) The reactants are [N:1]1[CH:6]=[CH:5][C:4]([CH:7]=[O:8])=[CH:3][CH:2]=1.[OH-].[K+].[N+:11]([CH2:13][C:14]([N:16]1[CH2:20][CH2:19][CH2:18][CH2:17]1)=[O:15])#[C-:12]. The catalyst is CO. The product is [N:1]1[CH:6]=[CH:5][C:4]([C@@H:7]2[O:8][CH:12]=[N:11][C@H:13]2[C:14]([N:16]2[CH2:20][CH2:19][CH2:18][CH2:17]2)=[O:15])=[CH:3][CH:2]=1. The yield is 0.980.